Predict the reaction yield, written as a fraction of the theoretical maximum amount of product (1.0 means a 100% yield; for example, 0.34 means a 34% yield). From a dataset of Reaction yield outcomes from USPTO patents with 853,638 reactions. (1) The reactants are [F:1][C:2]1[C:3]([CH2:24][NH:25][CH3:26])=[CH:4][N:5]([S:14]([C:17]2[CH:18]=[N:19][CH:20]=[C:21]([CH3:23])[CH:22]=2)(=[O:16])=[O:15])[C:6]=1[C:7]1[C:8]([F:13])=[N:9][CH:10]=[CH:11][CH:12]=1.[C:27]([OH:34])(=[O:33])/[CH:28]=[CH:29]/[C:30]([OH:32])=[O:31]. The catalyst is C(OCC)(=O)C.C(O)C. The product is [C:27]([OH:34])(=[O:33])/[CH:28]=[CH:29]/[C:30]([OH:32])=[O:31].[F:1][C:2]1[C:3]([CH2:24][NH:25][CH3:26])=[CH:4][N:5]([S:14]([C:17]2[CH:18]=[N:19][CH:20]=[C:21]([CH3:23])[CH:22]=2)(=[O:16])=[O:15])[C:6]=1[C:7]1[C:8]([F:13])=[N:9][CH:10]=[CH:11][CH:12]=1. The yield is 0.870. (2) The reactants are [Cl:1][C:2]1[CH:7]=[CH:6][C:5]([S:8]([N:11]([C:15]2[CH:20]=[C:19]([Cl:21])[CH:18]=[CH:17][C:16]=2[CH:22]([OH:39])[C:23]2[CH:28]=[CH:27][N:26]=[C:25]3[N:29]([Si:32]([C:35]([CH3:38])([CH3:37])[CH3:36])([CH3:34])[CH3:33])[CH:30]=[CH:31][C:24]=23)[CH2:12][O:13][CH3:14])(=[O:10])=[O:9])=[CH:4][C:3]=1[C:40]([F:43])([F:42])[F:41].CC(OI1(OC(C)=O)(OC(C)=O)OC(=O)C2C=CC=CC1=2)=O.[O-]S([O-])(=S)=O.[Na+].[Na+].C([O-])(O)=O.[Na+]. The catalyst is C(Cl)Cl. The product is [Cl:1][C:2]1[CH:7]=[CH:6][C:5]([S:8]([N:11]([C:15]2[CH:20]=[C:19]([Cl:21])[CH:18]=[CH:17][C:16]=2[C:22]([C:23]2[C:24]3[CH:31]=[CH:30][N:29]([Si:32]([C:35]([CH3:37])([CH3:38])[CH3:36])([CH3:33])[CH3:34])[C:25]=3[N:26]=[CH:27][CH:28]=2)=[O:39])[CH2:12][O:13][CH3:14])(=[O:9])=[O:10])=[CH:4][C:3]=1[C:40]([F:43])([F:42])[F:41]. The yield is 0.920. (3) The reactants are [OH:1][C:2]1[CH:7]=[C:6]([Br:8])[CH:5]=[CH:4][N:3]=1.[OH-].[K+].Cl[CH2:12][CH2:13][N:14]1[CH2:19][CH2:18][O:17][CH2:16][CH2:15]1.O. The catalyst is CS(C)=O. The product is [Br:8][C:6]1[CH:5]=[CH:4][N:3]([CH2:12][CH2:13][N:14]2[CH2:19][CH2:18][O:17][CH2:16][CH2:15]2)[C:2](=[O:1])[CH:7]=1. The yield is 0.520. (4) The product is [Cl:3][C:13]1[CH:14]=[CH:15][N:10]=[C:11]([C:16]([N:22]([CH:23]([CH3:25])[CH3:24])[CH:19]([CH3:21])[CH3:20])=[O:18])[CH:12]=1. The catalyst is C1(C)C=CC=CC=1.C(#N)C. The yield is 0.636. The reactants are S(Cl)([Cl:3])=O.CN(C)C=O.[N:10]1[CH:15]=[CH:14][CH:13]=[CH:12][C:11]=1[C:16]([OH:18])=O.[CH:19]([NH:22][CH:23]([CH3:25])[CH3:24])([CH3:21])[CH3:20]. (5) The reactants are [C:1]([NH:4][C:5]1[CH:10]=[C:9]([C:11]2[S:15][C:14]([C:16]([O:18]CC)=[O:17])=[C:13]([CH2:21][C:22]3[CH:27]=[CH:26][C:25]([Cl:28])=[CH:24][CH:23]=3)[C:12]=2[C:29]#[N:30])[CH:8]=[CH:7][N:6]=1)(=[O:3])[CH3:2].[OH-].[Li+].Cl. The catalyst is O1CCCC1.O. The product is [C:1]([NH:4][C:5]1[CH:10]=[C:9]([C:11]2[S:15][C:14]([C:16]([OH:18])=[O:17])=[C:13]([CH2:21][C:22]3[CH:23]=[CH:24][C:25]([Cl:28])=[CH:26][CH:27]=3)[C:12]=2[C:29]#[N:30])[CH:8]=[CH:7][N:6]=1)(=[O:3])[CH3:2]. The yield is 0.780. (6) The reactants are [NH2:1][C:2]1[CH:10]=[CH:9][C:5]([C:6]([OH:8])=[O:7])=[CH:4][CH:3]=1.[Br:11]N1C(=O)CCC1=O.O. The catalyst is CN(C=O)C. The product is [NH2:1][C:2]1[CH:10]=[CH:9][C:5]([C:6]([OH:8])=[O:7])=[CH:4][C:3]=1[Br:11]. The yield is 0.700. (7) The reactants are Br[CH2:2][C:3]([C:5]1[CH:10]=[CH:9][C:8]([OH:11])=[CH:7][C:6]=1[F:12])=[O:4].C[Si]([C:17]#[N:18])(C)C.[F-].C([N+](CCCC)(CCCC)CCCC)CCC. The catalyst is C(#N)C.[Cl-].[Na+]. The product is [F:12][C:6]1[CH:7]=[C:8]([OH:11])[CH:9]=[CH:10][C:5]=1[C:3](=[O:4])[CH2:2][C:17]#[N:18]. The yield is 0.620.